This data is from Full USPTO retrosynthesis dataset with 1.9M reactions from patents (1976-2016). The task is: Predict the reactants needed to synthesize the given product. (1) Given the product [CH2:1]([O:8][C:9]1[CH:10]=[C:11]([C:16]2[C:17]([C:36]3[CH:37]=[CH:38][CH:39]=[CH:40][C:35]=3[CH3:34])=[N:18][CH:19]=[C:20]([CH:25]=2)[C:21]([O:23][CH3:24])=[O:22])[CH:12]=[CH:13][C:14]=1[Cl:15])[C:2]1[CH:7]=[CH:6][CH:5]=[CH:4][CH:3]=1, predict the reactants needed to synthesize it. The reactants are: [CH2:1]([O:8][C:9]1[CH:10]=[C:11]([C:16]2[C:17](OS(C(F)(F)F)(=O)=O)=[N:18][CH:19]=[C:20]([CH:25]=2)[C:21]([O:23][CH3:24])=[O:22])[CH:12]=[CH:13][C:14]=1[Cl:15])[C:2]1[CH:7]=[CH:6][CH:5]=[CH:4][CH:3]=1.[CH3:34][C:35]1[CH:40]=[CH:39][CH:38]=[CH:37][C:36]=1B(O)O. (2) Given the product [CH3:1][NH:2][CH2:10][CH2:11][NH:12][C:13]([NH:14][C:15]1[CH:20]=[CH:19][C:18]([C:21]2[N:22]=[C:23]([N:35]3[CH2:40][CH2:39][O:38][CH2:37][CH2:36]3)[C:24]3[N:29]=[N:28][N:27]([CH2:30][C:31]([F:33])([F:32])[F:34])[C:25]=3[N:26]=2)=[CH:17][CH:16]=1)=[O:41], predict the reactants needed to synthesize it. The reactants are: [CH3:1][N:2]([CH2:10][CH2:11][NH:12][C:13](=[O:41])[NH:14][C:15]1[CH:20]=[CH:19][C:18]([C:21]2[N:22]=[C:23]([N:35]3[CH2:40][CH2:39][O:38][CH2:37][CH2:36]3)[C:24]3[N:29]=[N:28][N:27]([CH2:30][C:31]([F:34])([F:33])[F:32])[C:25]=3[N:26]=2)=[CH:17][CH:16]=1)C(=O)OC(C)(C)C.C(O)(C(F)(F)F)=O.